From a dataset of NCI-60 drug combinations with 297,098 pairs across 59 cell lines. Regression. Given two drug SMILES strings and cell line genomic features, predict the synergy score measuring deviation from expected non-interaction effect. (1) Drug 1: CCCS(=O)(=O)NC1=C(C(=C(C=C1)F)C(=O)C2=CNC3=C2C=C(C=N3)C4=CC=C(C=C4)Cl)F. Drug 2: C1=NC2=C(N=C(N=C2N1C3C(C(C(O3)CO)O)F)Cl)N. Cell line: ACHN. Synergy scores: CSS=32.7, Synergy_ZIP=-2.39, Synergy_Bliss=0.668, Synergy_Loewe=-20.8, Synergy_HSA=1.63. (2) Drug 1: CCC1(CC2CC(C3=C(CCN(C2)C1)C4=CC=CC=C4N3)(C5=C(C=C6C(=C5)C78CCN9C7C(C=CC9)(C(C(C8N6C)(C(=O)OC)O)OC(=O)C)CC)OC)C(=O)OC)O.OS(=O)(=O)O. Drug 2: CN(CC1=CN=C2C(=N1)C(=NC(=N2)N)N)C3=CC=C(C=C3)C(=O)NC(CCC(=O)O)C(=O)O. Cell line: SW-620. Synergy scores: CSS=42.0, Synergy_ZIP=2.28, Synergy_Bliss=2.42, Synergy_Loewe=-14.8, Synergy_HSA=1.52. (3) Drug 1: COCCOC1=C(C=C2C(=C1)C(=NC=N2)NC3=CC=CC(=C3)C#C)OCCOC.Cl. Drug 2: N.N.Cl[Pt+2]Cl. Cell line: K-562. Synergy scores: CSS=32.0, Synergy_ZIP=-0.823, Synergy_Bliss=-4.58, Synergy_Loewe=-7.62, Synergy_HSA=-5.89. (4) Cell line: SR. Drug 1: COC1=C(C=C2C(=C1)N=CN=C2NC3=CC(=C(C=C3)F)Cl)OCCCN4CCOCC4. Synergy scores: CSS=56.4, Synergy_ZIP=-1.17, Synergy_Bliss=-3.50, Synergy_Loewe=-7.50, Synergy_HSA=-0.670. Drug 2: CN(CC1=CN=C2C(=N1)C(=NC(=N2)N)N)C3=CC=C(C=C3)C(=O)NC(CCC(=O)O)C(=O)O.